This data is from Peptide-MHC class II binding affinity with 134,281 pairs from IEDB. The task is: Regression. Given a peptide amino acid sequence and an MHC pseudo amino acid sequence, predict their binding affinity value. This is MHC class II binding data. The peptide sequence is CFWYIPPSLRTLEDNEERMS. The MHC is DRB1_0405 with pseudo-sequence DRB1_0405. The binding affinity (normalized) is 0.414.